Dataset: Full USPTO retrosynthesis dataset with 1.9M reactions from patents (1976-2016). Task: Predict the reactants needed to synthesize the given product. (1) Given the product [ClH:37].[CH2:1]([O:3][C:4]1[CH:5]=[C:6]([F:36])[C:7]([CH2:8][N:9]2[C:17]3[C:12](=[CH:13][CH:14]=[CH:15][CH:16]=3)[C:11]([C:18]3[N:23]=[C:22]([NH:24][C:25]4[CH:30]=[CH:29][N:28]=[CH:27][CH:26]=4)[C:21]([O:31][CH3:32])=[CH:20][N:19]=3)=[N:10]2)=[C:33]([F:35])[CH:34]=1)[CH3:2], predict the reactants needed to synthesize it. The reactants are: [CH2:1]([O:3][C:4]1[CH:34]=[C:33]([F:35])[C:7]([CH2:8][N:9]2[C:17]3[C:12](=[CH:13][CH:14]=[CH:15][CH:16]=3)[C:11]([C:18]3[N:23]=[C:22]([NH:24][C:25]4[CH:30]=[CH:29][N:28]=[CH:27][CH:26]=4)[C:21]([O:31][CH3:32])=[CH:20][N:19]=3)=[N:10]2)=[C:6]([F:36])[CH:5]=1)[CH3:2].[ClH:37]. (2) The reactants are: P(Cl)(Cl)([Cl:3])=O.[CH:6]1([CH2:11][C:12]2[N:17]=[C:16](O)[C:15]3[CH2:19][CH2:20][CH2:21][C:14]=3[N:13]=2)[CH2:10][CH2:9][CH2:8][CH2:7]1. Given the product [Cl:3][C:16]1[C:15]2[CH2:19][CH2:20][CH2:21][C:14]=2[N:13]=[C:12]([CH2:11][CH:6]2[CH2:10][CH2:9][CH2:8][CH2:7]2)[N:17]=1, predict the reactants needed to synthesize it. (3) Given the product [C:1]([O:5][C:6]([NH:8][CH2:9][CH2:10][CH2:11][O:12][C:13]1[CH:21]=[C:20]([S:22][CH3:23])[CH:19]=[CH:18][C:14]=1[C:15]([NH:40][C:34]1[CH:35]=[CH:36][C:37]([F:39])=[CH:38][C:33]=1[C:32]([NH:31][C:28]1[CH:27]=[CH:26][C:25]([Cl:24])=[CH:30][N:29]=1)=[O:41])=[O:17])=[O:7])([CH3:2])([CH3:3])[CH3:4], predict the reactants needed to synthesize it. The reactants are: [C:1]([O:5][C:6]([NH:8][CH2:9][CH2:10][CH2:11][O:12][C:13]1[CH:21]=[C:20]([S:22][CH3:23])[CH:19]=[CH:18][C:14]=1[C:15]([OH:17])=O)=[O:7])([CH3:4])([CH3:3])[CH3:2].[Cl:24][C:25]1[CH:26]=[CH:27][C:28]([NH:31][C:32](=[O:41])[C:33]2[CH:38]=[C:37]([F:39])[CH:36]=[CH:35][C:34]=2[NH2:40])=[N:29][CH:30]=1. (4) Given the product [Cl:29][C:30]1[N:31]=[C:32]([NH:14][CH2:13][CH2:12][CH2:11][CH2:10][O:9][C:8]2[CH:15]=[C:16]([N+:19]([O-:21])=[O:20])[CH:17]=[CH:18][C:7]=2[N:4]2[CH:5]=[N:6][C:2]([CH3:1])=[N:3]2)[C:33]2[CH2:39][N:38]([CH3:40])[CH2:37][CH:36]([C:41]3[CH:46]=[CH:45][C:44]([F:47])=[CH:43][CH:42]=3)[C:34]=2[N:35]=1.[C:22]([OH:28])([C:24]([F:27])([F:26])[F:25])=[O:23], predict the reactants needed to synthesize it. The reactants are: [CH3:1][C:2]1[N:6]=[CH:5][N:4]([C:7]2[CH:18]=[CH:17][C:16]([N+:19]([O-:21])=[O:20])=[CH:15][C:8]=2[O:9][CH2:10][CH2:11][CH2:12][CH2:13][NH2:14])[N:3]=1.[C:22]([OH:28])([C:24]([F:27])([F:26])[F:25])=[O:23].[Cl:29][C:30]1[N:31]=[C:32](Cl)[C:33]2[CH2:39][N:38]([CH3:40])[CH2:37][CH:36]([C:41]3[CH:46]=[CH:45][C:44]([F:47])=[CH:43][CH:42]=3)[C:34]=2[N:35]=1.CCN(C(C)C)C(C)C.